Dataset: Forward reaction prediction with 1.9M reactions from USPTO patents (1976-2016). Task: Predict the product of the given reaction. (1) Given the reactants [C:1]([O:9][CH2:10][CH3:11])(=[O:8])[CH2:2][C:3]([O:5][CH2:6][CH3:7])=[O:4].[CH:12](=O)[C:13]([CH3:16])([CH3:15])[CH3:14].C(OC(=O)C)(=O)C, predict the reaction product. The product is: [CH3:12][C:13]([CH3:16])([CH3:15])[CH:14]=[C:2]([C:3]([O:5][CH2:6][CH3:7])=[O:4])[C:1]([O:9][CH2:10][CH3:11])=[O:8]. (2) Given the reactants Cl.[F:2][C:3]([F:15])([F:14])[C:4]([NH:6][CH2:7][C@@H:8]1[C@H:12]([OH:13])[CH2:11][NH:10][CH2:9]1)=[O:5].C(N(CC)CC)C.[CH:23]([C:25]1[C:34]2[N:33]([CH3:35])[C:32](=[O:36])[CH:31]=[CH:30][C:29]=2[N:28]=[CH:27][C:26]=1[C:37]#[N:38])=[CH2:24].CN(C)C(N(C)C)=N, predict the reaction product. The product is: [C:37]([C:26]1[CH:27]=[N:28][C:29]2[CH:30]=[CH:31][C:32](=[O:36])[N:33]([CH3:35])[C:34]=2[C:25]=1[CH2:23][CH2:24][N:10]1[CH2:11][C@@H:12]([OH:13])[C@@H:8]([CH2:7][NH:6][C:4](=[O:5])[C:3]([F:2])([F:14])[F:15])[CH2:9]1)#[N:38].